Dataset: Reaction yield outcomes from USPTO patents with 853,638 reactions. Task: Predict the reaction yield, written as a fraction of the theoretical maximum amount of product (1.0 means a 100% yield; for example, 0.34 means a 34% yield). (1) The reactants are [Cl:1][C:2]1[CH:15]=[C:14]([C:16]2([CH3:21])[O:20][CH2:19][CH2:18][O:17]2)[C:5]([O:6][CH:7]([CH3:13])[C:8](OCC)=[O:9])=[C:4]([CH:22]=O)[C:3]=1[F:24].C([BH3-])#N.[Na+].Cl.[C:30]([N:33]1[CH2:36][CH:35]([NH2:37])[CH2:34]1)(=[O:32])[CH3:31]. The catalyst is CO. The product is [C:30]([N:33]1[CH2:36][CH:35]([N:37]2[CH2:22][C:4]3[C:3]([F:24])=[C:2]([Cl:1])[CH:15]=[C:14]([C:16]4([CH3:21])[O:20][CH2:19][CH2:18][O:17]4)[C:5]=3[O:6][CH:7]([CH3:13])[C:8]2=[O:9])[CH2:34]1)(=[O:32])[CH3:31]. The yield is 0.320. (2) The reactants are Cl[CH2:2][CH2:3][CH2:4]/[C:5](=[N:12]\[S@:13]([C:15]([CH3:18])([CH3:17])[CH3:16])=[O:14])/[CH:6]1[CH2:11][CH2:10][CH2:9][CH2:8][CH2:7]1. The catalyst is CO. The product is [CH3:16][C:15]([S@@:13]([N:12]1[CH2:2][CH2:3][CH2:4][C@@H:5]1[CH:6]1[CH2:11][CH2:10][CH2:9][CH2:8][CH2:7]1)=[O:14])([CH3:18])[CH3:17]. The yield is 0.940. (3) The reactants are FC1C=CC(CN2C(=O)N(C3SC(C(OCC)=O)=C(C)C=3)C=N2)=CC=1.[CH3:26][C:27]1[CH:31]=[C:30]([N:32]2[C:36](=[O:37])[N:35]([CH2:38][C:39]3[CH:44]=[CH:43][C:42]([S:45]([CH3:48])(=[O:47])=[O:46])=[CH:41][CH:40]=3)[N:34]=[CH:33]2)[S:29][C:28]=1[C:49]([O:51]CC)=[O:50]. No catalyst specified. The product is [CH3:26][C:27]1[CH:31]=[C:30]([N:32]2[C:36](=[O:37])[N:35]([CH2:38][C:39]3[CH:40]=[CH:41][C:42]([S:45]([CH3:48])(=[O:46])=[O:47])=[CH:43][CH:44]=3)[N:34]=[CH:33]2)[S:29][C:28]=1[C:49]([OH:51])=[O:50]. The yield is 0.740. (4) The reactants are [H-].[Na+].F[C:4]1[CH:9]=[CH:8][C:7]([N+:10]([O-:12])=[O:11])=[CH:6][CH:5]=1.[F:13][C:14]1[CH:19]=[CH:18][CH:17]=[C:16]([F:20])[C:15]=1[OH:21]. The catalyst is CN(C)C=O.O. The product is [F:13][C:14]1[CH:19]=[CH:18][CH:17]=[C:16]([F:20])[C:15]=1[O:21][C:4]1[CH:9]=[CH:8][C:7]([N+:10]([O-:12])=[O:11])=[CH:6][CH:5]=1. The yield is 0.800.